Dataset: Full USPTO retrosynthesis dataset with 1.9M reactions from patents (1976-2016). Task: Predict the reactants needed to synthesize the given product. (1) The reactants are: C([O:5][C:6]([CH:8]1[CH:12]([C:13]2[CH:18]=[CH:17][CH:16]=[C:15]([Cl:19])[C:14]=2[F:20])[C:11]([C:23]2[CH:28]=[CH:27][C:26]([Cl:29])=[CH:25][N:24]=2)([C:21]#[N:22])[CH:10]([CH2:30][C:31]([CH3:34])([CH3:33])[CH3:32])[NH:9]1)=[O:7])(C)(C)C.[F:35][C:36]([F:41])([F:40])[C:37]([OH:39])=[O:38]. Given the product [F:35][C:36]([F:41])([F:40])[C:37]([OH:39])=[O:38].[Cl:19][C:15]1[C:14]([F:20])=[C:13]([CH:12]2[C:11]([C:23]3[CH:28]=[CH:27][C:26]([Cl:29])=[CH:25][N:24]=3)([C:21]#[N:22])[CH:10]([CH2:30][C:31]([CH3:34])([CH3:32])[CH3:33])[NH:9][CH:8]2[C:6]([OH:7])=[O:5])[CH:18]=[CH:17][CH:16]=1, predict the reactants needed to synthesize it. (2) Given the product [CH3:18][O:17][C:15]([C:1]1[CH:2]=[C:3]([CH:4]=[C:5]([C:7]([O:9][CH3:10])=[O:8])[CH:6]=1)[C:11]([OH:13])=[O:12])=[O:16], predict the reactants needed to synthesize it. The reactants are: [C:1]1([C:15]([O:17][CH3:18])=[O:16])[CH:6]=[C:5]([C:7]([O:9][CH3:10])=[O:8])[CH:4]=[C:3]([C:11]([O:13]C)=[O:12])[CH:2]=1.[Na]. (3) Given the product [CH3:1][C:2]1[CH:3]=[C:4]([C@@:8]([CH3:13])([OH:12])[C:9]([O:11][CH3:16])=[O:10])[CH:5]=[CH:6][CH:7]=1, predict the reactants needed to synthesize it. The reactants are: [CH3:1][C:2]1[CH:3]=[C:4]([C@@:8]([CH3:13])([OH:12])[C:9]([OH:11])=[O:10])[CH:5]=[CH:6][CH:7]=1.[N+](=[CH2:16])=[N-].CCOCC. (4) The reactants are: C[O-].[Na+].CO.[C:6]([O:13][CH3:14])(=[O:12])[CH2:7][C:8]([O:10][CH3:11])=[O:9].[C:15]([O:20][CH3:21])(=[O:19])/[CH:16]=[CH:17]/[CH3:18].C(O)(=O)C.[Na+].[Cl-]. Given the product [CH3:18][CH:17]([CH2:16][C:15]([O:20][CH3:21])=[O:19])[CH:7]([C:6]([O:13][CH3:14])=[O:12])[C:8]([O:10][CH3:11])=[O:9], predict the reactants needed to synthesize it.